The task is: Binary Classification. Given a drug SMILES string, predict its activity (active/inactive) in a high-throughput screening assay against a specified biological target.. This data is from Tyrosyl-DNA phosphodiesterase HTS with 341,365 compounds. (1) The molecule is O=C1/C(=C(\N2CCc3c(C2)cccc3)C)C(=O)c2c1cccc2. The result is 0 (inactive). (2) The molecule is O(c1cc2oc(=O)cc(c2cc1)C)c1c([N+]([O-])=O)cc([N+]([O-])=O)cc1. The result is 0 (inactive). (3) The compound is Clc1c(OCC(=O)/C(=C(\N)C)C#N)ccc(Cl)c1. The result is 0 (inactive). (4) The compound is Clc1c(CSCc2n(C3CCCCC3)c(=S)[nH]n2)cccc1. The result is 0 (inactive). (5) The drug is Fc1ccc(N2CCN(CC2)Cc2[nH]c3c(c(=O)n2)cccc3)cc1. The result is 0 (inactive). (6) The molecule is O=c1n(c(=O)n(c2c3n(c(c12)c1ccc(cc1)C)c1c(nc3CCC)cccc1)C)C. The result is 0 (inactive). (7) The drug is O=C(NCCN1CCc2c(C1)cccc2)CCNC(=O)Cn1c(=O)c2c(cc1)cccc2. The result is 0 (inactive). (8) The drug is S(=O)(=O)(Nc1cc(ccc1)C(F)(F)F)c1cc(ccc1)C(=O)N\N=C\c1c(cccc1)C(O)=O. The result is 0 (inactive).